Dataset: NCI-60 drug combinations with 297,098 pairs across 59 cell lines. Task: Regression. Given two drug SMILES strings and cell line genomic features, predict the synergy score measuring deviation from expected non-interaction effect. (1) Drug 1: CC1=CC2C(CCC3(C2CCC3(C(=O)C)OC(=O)C)C)C4(C1=CC(=O)CC4)C. Drug 2: C1CNP(=O)(OC1)N(CCCl)CCCl. Cell line: SN12C. Synergy scores: CSS=4.05, Synergy_ZIP=0.564, Synergy_Bliss=2.09, Synergy_Loewe=0.318, Synergy_HSA=-0.256. (2) Drug 1: CCC1=C2CN3C(=CC4=C(C3=O)COC(=O)C4(CC)O)C2=NC5=C1C=C(C=C5)O. Drug 2: C1C(C(OC1N2C=NC3=C2NC=NCC3O)CO)O. Cell line: SN12C. Synergy scores: CSS=26.8, Synergy_ZIP=2.35, Synergy_Bliss=4.58, Synergy_Loewe=-24.6, Synergy_HSA=4.29. (3) Drug 1: CC1C(C(CC(O1)OC2CC(CC3=C2C(=C4C(=C3O)C(=O)C5=C(C4=O)C(=CC=C5)OC)O)(C(=O)C)O)N)O.Cl. Drug 2: CN1C2=C(C=C(C=C2)N(CCCl)CCCl)N=C1CCCC(=O)O.Cl. Cell line: IGROV1. Synergy scores: CSS=35.4, Synergy_ZIP=-5.28, Synergy_Bliss=3.75, Synergy_Loewe=-25.5, Synergy_HSA=5.13. (4) Drug 1: CCC(=C(C1=CC=CC=C1)C2=CC=C(C=C2)OCCN(C)C)C3=CC=CC=C3.C(C(=O)O)C(CC(=O)O)(C(=O)O)O. Drug 2: C1CN(P(=O)(OC1)NCCCl)CCCl. Cell line: BT-549. Synergy scores: CSS=7.53, Synergy_ZIP=0.273, Synergy_Bliss=3.01, Synergy_Loewe=1.65, Synergy_HSA=1.69. (5) Drug 2: CC1=C2C(C(=O)C3(C(CC4C(C3C(C(C2(C)C)(CC1OC(=O)C(C(C5=CC=CC=C5)NC(=O)C6=CC=CC=C6)O)O)OC(=O)C7=CC=CC=C7)(CO4)OC(=O)C)O)C)OC(=O)C. Synergy scores: CSS=16.3, Synergy_ZIP=3.78, Synergy_Bliss=9.56, Synergy_Loewe=4.07, Synergy_HSA=7.19. Cell line: ACHN. Drug 1: CCC(=C(C1=CC=CC=C1)C2=CC=C(C=C2)OCCN(C)C)C3=CC=CC=C3.C(C(=O)O)C(CC(=O)O)(C(=O)O)O. (6) Drug 2: CC1=C(C(=CC=C1)Cl)NC(=O)C2=CN=C(S2)NC3=CC(=NC(=N3)C)N4CCN(CC4)CCO. Synergy scores: CSS=14.0, Synergy_ZIP=-3.86, Synergy_Bliss=1.20, Synergy_Loewe=-17.3, Synergy_HSA=2.29. Cell line: NCI-H460. Drug 1: CC1=CC2C(CCC3(C2CCC3(C(=O)C)OC(=O)C)C)C4(C1=CC(=O)CC4)C. (7) Drug 1: C1CCC(C1)C(CC#N)N2C=C(C=N2)C3=C4C=CNC4=NC=N3. Drug 2: CC1=C(C=C(C=C1)NC2=NC=CC(=N2)N(C)C3=CC4=NN(C(=C4C=C3)C)C)S(=O)(=O)N.Cl. Cell line: SF-539. Synergy scores: CSS=22.8, Synergy_ZIP=8.33, Synergy_Bliss=9.94, Synergy_Loewe=12.0, Synergy_HSA=12.8.